From a dataset of Catalyst prediction with 721,799 reactions and 888 catalyst types from USPTO. Predict which catalyst facilitates the given reaction. (1) Reactant: [C:1]([O:5][C:6](=[O:22])[CH2:7][C:8](=[O:21])[C:9]([C:12]1[CH:17]=[CH:16][C:15]([CH2:18][CH3:19])=[C:14]([I:20])[CH:13]=1)([CH3:11])[CH3:10])([CH3:4])([CH3:3])[CH3:2].C(=O)([O-])[O-].[Cs+].[Cs+].Cl[C:30]1[CH:37]=[CH:36][C:33]([C:34]#[N:35])=[CH:32][C:31]=1[N+]([O-])=O.C(OCC)(=O)C. The catalyst class is: 37. Product: [C:1]([O:5][C:6]([C:7]1[C:30]2[CH:31]=[CH:32][C:33]([C:34]#[N:35])=[CH:36][C:37]=2[O:21][C:8]=1[C:9]([C:12]1[CH:17]=[CH:16][C:15]([CH2:18][CH3:19])=[C:14]([I:20])[CH:13]=1)([CH3:11])[CH3:10])=[O:22])([CH3:2])([CH3:3])[CH3:4]. (2) Reactant: [CH3:1][O:2][C:3](=[O:20])[C:4]1[CH:9]=[C:8]([NH:10][C:11](=[O:16])[CH2:12][CH2:13][CH2:14]Cl)[CH:7]=[CH:6][C:5]=1[N+:17]([O-:19])=[O:18].N1CCOCC1.C(=O)([O-])[O-].[K+].[K+]. Product: [CH3:1][O:2][C:3](=[O:20])[C:4]1[CH:9]=[C:8]([N:10]2[CH2:14][CH2:13][CH2:12][C:11]2=[O:16])[CH:7]=[CH:6][C:5]=1[N+:17]([O-:19])=[O:18]. The catalyst class is: 9.